From a dataset of Peptide-MHC class II binding affinity with 134,281 pairs from IEDB. Regression. Given a peptide amino acid sequence and an MHC pseudo amino acid sequence, predict their binding affinity value. This is MHC class II binding data. (1) The peptide sequence is LIYVILTILTIIALV. The MHC is DRB1_0802 with pseudo-sequence DRB1_0802. The binding affinity (normalized) is 0.309. (2) The peptide sequence is ISSQYYIQQNGNLCY. The MHC is HLA-DQA10301-DQB10301 with pseudo-sequence HLA-DQA10301-DQB10301. The binding affinity (normalized) is 0.464.